The task is: Predict the product of the given reaction.. This data is from Forward reaction prediction with 1.9M reactions from USPTO patents (1976-2016). (1) Given the reactants FC(F)(F)[C:3]([C:5]1[C:13]2[C:8](=[CH:9][C:10]([CH3:14])=[CH:11][CH:12]=2)[N:7]([CH:15]([CH3:17])[CH3:16])[CH:6]=1)=[O:4].[OH-:20].[Na+], predict the reaction product. The product is: [CH:15]([N:7]1[C:8]2[C:13](=[CH:12][CH:11]=[C:10]([CH3:14])[CH:9]=2)[C:5]([C:3]([OH:4])=[O:20])=[CH:6]1)([CH3:17])[CH3:16]. (2) Given the reactants C([O:5][C:6](=[O:38])[C:7]([S:10][C:11]1[S:12][CH:13]=[C:14]([CH2:16][CH2:17][N:18]([CH2:31][CH2:32][CH2:33][CH2:34][CH2:35][CH2:36][CH3:37])[C:19]2[N:24]=[CH:23][C:22]([N:25]3[CH2:30][CH2:29][O:28][CH2:27][CH2:26]3)=[CH:21][N:20]=2)[N:15]=1)([CH3:9])[CH3:8])(C)(C)C.FC(F)(F)C(O)=O, predict the reaction product. The product is: [CH2:31]([N:18]([C:19]1[N:20]=[CH:21][C:22]([N:25]2[CH2:26][CH2:27][O:28][CH2:29][CH2:30]2)=[CH:23][N:24]=1)[CH2:17][CH2:16][C:14]1[N:15]=[C:11]([S:10][C:7]([CH3:8])([CH3:9])[C:6]([OH:38])=[O:5])[S:12][CH:13]=1)[CH2:32][CH2:33][CH2:34][CH2:35][CH2:36][CH3:37]. (3) Given the reactants [CH3:1][NH:2][C:3]([C:5]1[C:6]2[C@@H:7]([OH:27])[C@H:8]([OH:26])[C@@H:9]([C:20]3[CH:25]=[CH:24][CH:23]=[CH:22][CH:21]=3)[NH:10][C:11]=2[C:12]2[N:17]=[C:16]([CH3:18])[N:15]([CH3:19])[C:13]=2[CH:14]=1)=[O:4].CS(O)(=O)=O.C(N(CC)CC)C.[CH3:40][O:41][CH2:42][CH2:43]O, predict the reaction product. The product is: [CH3:1][NH:2][C:3]([C:5]1[C:6]2[C@H:7]([O:27][CH2:43][CH2:42][O:41][CH3:40])[C@H:8]([OH:26])[C@@H:9]([C:20]3[CH:25]=[CH:24][CH:23]=[CH:22][CH:21]=3)[NH:10][C:11]=2[C:12]2[N:17]=[C:16]([CH3:18])[N:15]([CH3:19])[C:13]=2[CH:14]=1)=[O:4]. (4) Given the reactants [C:1]([C:3]1[CH:8]=[CH:7][C:6]([C:9]2([F:32])[CH2:14][CH2:13][N:12]([C:15]([C:17]3[C:18]([CH2:30][CH3:31])=[CH:19][C:20]([CH:27]4[CH2:29][CH2:28]4)=[C:21]([CH:26]=3)[C:22](OC)=[O:23])=[O:16])[CH2:11][CH2:10]2)=[CH:5][CH:4]=1)#[N:2].O.[NH2:34][NH2:35], predict the reaction product. The product is: [C:1]([C:3]1[CH:8]=[CH:7][C:6]([C:9]2([F:32])[CH2:10][CH2:11][N:12]([C:15]([C:17]3[C:18]([CH2:30][CH3:31])=[CH:19][C:20]([CH:27]4[CH2:28][CH2:29]4)=[C:21]([CH:26]=3)[C:22]([NH:34][NH2:35])=[O:23])=[O:16])[CH2:13][CH2:14]2)=[CH:5][CH:4]=1)#[N:2]. (5) Given the reactants CC1(C)CCCC(C)(C)N1.C([Li])CCC.[Cl:16][C:17]1[CH:22]=[CH:21][N:20]=[CH:19][C:18]=1[F:23].[Br:24]Br, predict the reaction product. The product is: [Br:24][C:19]1[C:18]([F:23])=[C:17]([Cl:16])[CH:22]=[CH:21][N:20]=1. (6) The product is: [CH2:1]([N:8]1[CH:42]=[CH:43][N:44]=[C:9]1[C:11]1[S:12][C:13]([Br:26])=[C:14]([C:24]#[N:25])[C:15]=1[C:16]1[CH:21]=[CH:20][C:19]([Cl:22])=[CH:18][C:17]=1[Cl:23])[C:2]1[CH:7]=[CH:6][CH:5]=[CH:4][CH:3]=1. Given the reactants [CH2:1]([NH:8][C:9]([C:11]1[S:12][C:13]([Br:26])=[C:14]([C:24]#[N:25])[C:15]=1[C:16]1[CH:21]=[CH:20][C:19]([Cl:22])=[CH:18][C:17]=1[Cl:23])=O)[C:2]1[CH:7]=[CH:6][CH:5]=[CH:4][CH:3]=1.P(Cl)(Cl)(Cl)(Cl)Cl.Cl.O1CCOCC1.CO[CH:42](OC)[CH2:43][NH2:44], predict the reaction product.